This data is from Full USPTO retrosynthesis dataset with 1.9M reactions from patents (1976-2016). The task is: Predict the reactants needed to synthesize the given product. (1) The reactants are: [Cl:1][C:2]1[CH:3]=[N:4][C:5]2[N:6]([N:8]=[C:9]([C:11]([OH:13])=O)[CH:10]=2)[CH:7]=1.[Br:14][C:15]1[NH:23][C:22]2[CH2:21][CH2:20][NH:19][N:18]([CH3:24])[C:17]=2[CH:16]=1. Given the product [Br:14][C:15]1[NH:23][C:22]2[CH2:21][CH2:20][N:19]([C:11]([C:9]3[CH:10]=[C:5]4[N:4]=[CH:3][C:2]([Cl:1])=[CH:7][N:6]4[N:8]=3)=[O:13])[N:18]([CH3:24])[C:17]=2[CH:16]=1, predict the reactants needed to synthesize it. (2) Given the product [C:41]([C@H:39]([C@@H:37]([C:36]([OH:45])=[O:44])[OH:38])[OH:40])([OH:43])=[O:42].[NH2:1][CH:2]1[CH2:11][C:10]2[C:5](=[C:6]([N:12]3[CH2:16][CH2:15][CH2:14][C:13]3=[O:17])[CH:7]=[CH:8][CH:9]=2)[N:4]([CH2:18][C:19]2[CH:23]=[CH:22][S:21][CH:20]=2)[C:3]1=[O:24], predict the reactants needed to synthesize it. The reactants are: [NH2:1][CH:2]1[CH2:11][C:10]2[C:5](=[C:6]([N:12]3[CH2:16][CH2:15][CH2:14][C:13]3=[O:17])[CH:7]=[CH:8][CH:9]=2)[N:4]([CH2:18][C:19]2[CH:23]=[CH:22][S:21][CH:20]=2)[C:3]1=[O:24].ClC1C=C(Cl)C=C(C=O)C=1O.[C:36]([OH:45])(=[O:44])[C@H:37]([C@@H:39]([C:41]([OH:43])=[O:42])[OH:40])[OH:38]. (3) Given the product [CH3:41][C@@H:42]1[O:44][C@@H:43]1[P:45]([OH:48])([OH:47])=[O:46].[CH2:1]1[C@@H:6]([NH:7][C:8]([C@@H:10]([OH:14])[CH2:11][CH2:12][NH2:13])=[O:9])[C@H:5]([O:15][C@H:16]2[O:21][C@H:20]([CH2:22][OH:23])[C@@H:19]([OH:24])[C@H:18]([NH2:25])[C@H:17]2[OH:26])[C@@H:4]([OH:27])[C@H:3]([O:28][C@H:29]2[O:34][C@H:33]([CH2:35][NH2:36])[C@@H:32]([OH:37])[C@H:31]([OH:38])[C@H:30]2[OH:39])[C@H:2]1[NH2:40], predict the reactants needed to synthesize it. The reactants are: [CH2:1]1[C@@H:6]([NH:7][C:8]([C@@H:10]([OH:14])[CH2:11][CH2:12][NH2:13])=[O:9])[C@H:5]([O:15][C@H:16]2[O:21][C@H:20]([CH2:22][OH:23])[C@@H:19]([OH:24])[C@H:18]([NH2:25])[C@H:17]2[OH:26])[C@@H:4]([OH:27])[C@H:3]([O:28][C@H:29]2[O:34][C@H:33]([CH2:35][NH2:36])[C@@H:32]([OH:37])[C@H:31]([OH:38])[C@H:30]2[OH:39])[C@H:2]1[NH2:40].[CH3:41][C@@H:42]1[O:44][C@@H:43]1[P:45]([OH:48])([OH:47])=[O:46].C[C@@H]1O[C@@H]1P([O-])([O-])=O.[Na+].[Na+].Cl.